From a dataset of Peptide-MHC class I binding affinity with 185,985 pairs from IEDB/IMGT. Regression. Given a peptide amino acid sequence and an MHC pseudo amino acid sequence, predict their binding affinity value. This is MHC class I binding data. The peptide sequence is VSDFRKEFY. The MHC is HLA-B46:01 with pseudo-sequence HLA-B46:01. The binding affinity (normalized) is 0.0847.